This data is from Full USPTO retrosynthesis dataset with 1.9M reactions from patents (1976-2016). The task is: Predict the reactants needed to synthesize the given product. (1) Given the product [CH3:5][C:6]1([CH3:16])[C:14]2[C:9](=[CH:10][CH:11]=[CH:12][CH:13]=2)[CH:8]([OH:15])[CH2:7]1, predict the reactants needed to synthesize it. The reactants are: [OH-].[Na+].[BH4-].[Na+].[CH3:5][C:6]1([CH3:16])[C:14]2[C:9](=[CH:10][CH:11]=[CH:12][CH:13]=2)[C:8](=[O:15])[CH2:7]1. (2) The reactants are: Cl[C:2]1[N:7]=[C:6]([CH:8]2[CH2:11][CH2:10][CH2:9]2)[CH:5]=[CH:4][N:3]=1.[NH2:12][C:13]1[CH:14]=[C:15]([C:20]2[S:24][C:23]([C:25]3([OH:29])[CH2:28][CH2:27][CH2:26]3)=[N:22][CH:21]=2)[CH:16]=[C:17]([CH3:19])[CH:18]=1.C(O)(=O)C. Given the product [CH:8]1([C:6]2[CH:5]=[CH:4][N:3]=[C:2]([NH:12][C:13]3[CH:14]=[C:15]([C:20]4[S:24][C:23]([C:25]5([OH:29])[CH2:28][CH2:27][CH2:26]5)=[N:22][CH:21]=4)[CH:16]=[C:17]([CH3:19])[CH:18]=3)[N:7]=2)[CH2:11][CH2:10][CH2:9]1, predict the reactants needed to synthesize it. (3) Given the product [OH:25][CH2:24][C:21]1[CH:22]=[CH:23][C:18]([C:16](=[O:17])[CH2:15][N:41]2[CH:42]=[CH:43][C:38]([O:37][CH2:36][C:33]3[CH:32]=[CH:31][C:30]([O:29][CH3:28])=[CH:35][N:34]=3)=[CH:39][C:40]2=[O:44])=[C:19]([CH3:26])[CH:20]=1, predict the reactants needed to synthesize it. The reactants are: C(OC1C=CN([CH2:15][C:16]([C:18]2[CH:23]=[CH:22][C:21]([CH2:24][OH:25])=[CH:20][C:19]=2[CH3:26])=[O:17])C(=O)C=1)C1C=CC=CC=1.[CH3:28][O:29][C:30]1[CH:31]=[CH:32][C:33]([CH2:36][O:37][C:38]2[CH:43]=[CH:42][NH:41][C:40](=[O:44])[CH:39]=2)=[N:34][CH:35]=1. (4) Given the product [CH3:28][S:29]([NH:25][C:24]1[CH:23]=[CH:22][C:5]([C:6]([NH:8][C:9]2[CH:14]=[CH:13][C:12]([NH:15][S:16]([CH3:19])(=[O:18])=[O:17])=[C:11]([O:20][CH3:21])[CH:10]=2)=[O:7])=[CH:4][C:3]=1[O:2][CH3:1])(=[O:31])=[O:30], predict the reactants needed to synthesize it. The reactants are: [CH3:1][O:2][C:3]1[CH:4]=[C:5]([CH:22]=[CH:23][C:24]=1[N+:25]([O-])=O)[C:6]([NH:8][C:9]1[CH:14]=[CH:13][C:12]([NH:15][S:16]([CH3:19])(=[O:18])=[O:17])=[C:11]([O:20][CH3:21])[CH:10]=1)=[O:7].[CH3:28][S:29](Cl)(=[O:31])=[O:30].Cl.